Dataset: Catalyst prediction with 721,799 reactions and 888 catalyst types from USPTO. Task: Predict which catalyst facilitates the given reaction. (1) Reactant: [BH4-].[Na+].[CH2:3]([C:5]1[CH:10]=[CH:9][CH:8]=[C:7]([CH2:11][CH3:12])[C:6]=1[C:13]1[S:14][C:15]([CH:19]=[O:20])=[C:16]([CH3:18])[N:17]=1)[CH3:4]. Product: [CH2:3]([C:5]1[CH:10]=[CH:9][CH:8]=[C:7]([CH2:11][CH3:12])[C:6]=1[C:13]1[S:14][C:15]([CH2:19][OH:20])=[C:16]([CH3:18])[N:17]=1)[CH3:4]. The catalyst class is: 5. (2) Reactant: C[O:2][C:3]([C:5]1[CH:14]=[CH:13][C:12]2[C:7](=[CH:8][CH:9]=[C:10]([CH2:15][NH:16][CH:17]3[CH:22]([C:23]4[CH:28]=[CH:27][C:26]([O:29][CH2:30][CH2:31][CH2:32][O:33][CH2:34][C:35]5[CH:40]=[CH:39][CH:38]=[CH:37][C:36]=5[F:41])=[CH:25][CH:24]=4)[CH2:21][CH2:20][NH:19][CH2:18]3)[CH:11]=2)[CH:6]=1)=[O:4].[Li+].[OH-]. Product: [F:41][C:36]1[CH:37]=[CH:38][CH:39]=[CH:40][C:35]=1[CH2:34][O:33][CH2:32][CH2:31][CH2:30][O:29][C:26]1[CH:27]=[CH:28][C:23]([CH:22]2[CH2:21][CH2:20][NH:19][CH2:18][CH:17]2[NH:16][CH2:15][C:10]2[CH:11]=[C:12]3[C:7](=[CH:8][CH:9]=2)[CH:6]=[C:5]([C:3]([OH:4])=[O:2])[CH:14]=[CH:13]3)=[CH:24][CH:25]=1. The catalyst class is: 200. (3) Reactant: [C:12]([O:11][C:9](O[C:9]([O:11][C:12]([CH3:15])([CH3:14])[CH3:13])=[O:10])=[O:10])([CH3:15])([CH3:14])[CH3:13].[Br:16][C:17]1[C:18]([O:28][CH3:29])=[C:19]([CH:25]([NH2:27])[CH3:26])[CH:20]=[C:21]([Cl:24])[C:22]=1[CH3:23].C(N(CC)CC)C. Product: [Br:16][C:17]1[C:18]([O:28][CH3:29])=[C:19]([CH:25]([NH:27][C:9](=[O:10])[O:11][C:12]([CH3:13])([CH3:14])[CH3:15])[CH3:26])[CH:20]=[C:21]([Cl:24])[C:22]=1[CH3:23]. The catalyst class is: 7.